Predict the reactants needed to synthesize the given product. From a dataset of Full USPTO retrosynthesis dataset with 1.9M reactions from patents (1976-2016). (1) The reactants are: [F:1][C:2]([F:31])([F:30])[C:3]1[CH:4]=[C:5]([CH:13]([OH:29])[C:14]2([NH:18][C:19](=[O:28])OCC3C=CC=CC=3)[CH2:17][CH2:16][CH2:15]2)[CH:6]=[C:7]([C:9]([F:12])([F:11])[F:10])[CH:8]=1.[H-].[Na+]. Given the product [F:10][C:9]([F:12])([F:11])[C:7]1[CH:6]=[C:5]([CH:13]2[C:14]3([CH2:17][CH2:16][CH2:15]3)[NH:18][C:19](=[O:28])[O:29]2)[CH:4]=[C:3]([C:2]([F:31])([F:1])[F:30])[CH:8]=1, predict the reactants needed to synthesize it. (2) Given the product [OH:1][C:2]1[C:3]([C:12]([NH:14]/[N:15]=[CH:26]/[CH:25]=[CH:24]/[C:22]2[O:23][C:19]([N+:16]([O-:18])=[O:17])=[CH:20][CH:21]=2)=[O:13])=[CH:4][C:5]2[C:10]([CH:11]=1)=[CH:9][CH:8]=[CH:7][CH:6]=2, predict the reactants needed to synthesize it. The reactants are: [OH:1][C:2]1[C:3]([C:12]([NH:14][NH2:15])=[O:13])=[CH:4][C:5]2[C:10]([CH:11]=1)=[CH:9][CH:8]=[CH:7][CH:6]=2.[N+:16]([C:19]1[O:23][C:22](/[CH:24]=[CH:25]/[CH:26]=O)=[CH:21][CH:20]=1)([O-:18])=[O:17]. (3) Given the product [NH2:52][C:53]1[CH:58]=[C:57]([Cl:59])[CH:56]=[CH:55][C:54]=1[NH:60][C:61](=[O:72])[C:62]1[CH:67]=[CH:66][C:65]([NH:68][CH2:69][CH2:70][NH:71][C:19]([C:15]2[C:14]([CH3:22])=[C:13](/[CH:12]=[C:5]3\[C:6](=[O:11])[NH:7][C:8]4[C:4]\3=[CH:3][C:2]([F:1])=[CH:10][CH:9]=4)[NH:17][C:16]=2[CH3:18])=[O:21])=[N:64][CH:63]=1, predict the reactants needed to synthesize it. The reactants are: [F:1][C:2]1[CH:3]=[C:4]2[C:8](=[CH:9][CH:10]=1)[NH:7][C:6](=[O:11])/[C:5]/2=[CH:12]\[C:13]1[NH:17][C:16]([CH3:18])=[C:15]([C:19]([OH:21])=O)[C:14]=1[CH3:22].Cl.C(N=C=NCCCN(C)C)C.OC1C2N=NNC=2C=CC=1.C(N(CC)CC)C.[NH2:52][C:53]1[CH:58]=[C:57]([Cl:59])[CH:56]=[CH:55][C:54]=1[NH:60][C:61](=[O:72])[C:62]1[CH:67]=[CH:66][C:65]([NH:68][CH2:69][CH2:70][NH2:71])=[N:64][CH:63]=1. (4) Given the product [NH2:1][C:2]1[N:3]=[CH:4][C:5]([C:8]2[N:9]=[C:10]([N:26]3[CH2:27][CH2:28][O:29][CH2:30][CH2:31]3)[C:11]3[S:16][C:15]([C:17]4[CH:18]=[C:19]([C:20]([N:32]5[CH2:36][CH2:35][CH:34]([OH:37])[CH2:33]5)=[O:21])[CH:23]=[CH:24][CH:25]=4)=[CH:14][C:12]=3[N:13]=2)=[CH:6][N:7]=1, predict the reactants needed to synthesize it. The reactants are: [NH2:1][C:2]1[N:7]=[CH:6][C:5]([C:8]2[N:9]=[C:10]([N:26]3[CH2:31][CH2:30][O:29][CH2:28][CH2:27]3)[C:11]3[S:16][C:15]([C:17]4[CH:18]=[C:19]([CH:23]=[CH:24][CH:25]=4)[C:20](O)=[O:21])=[CH:14][C:12]=3[N:13]=2)=[CH:4][N:3]=1.[NH:32]1[CH2:36][CH2:35][CH:34]([OH:37])[CH2:33]1. (5) Given the product [NH2:1][C:2]1[CH:3]=[C:4]([Cl:33])[CH:5]=[C:6]2[C:10]=1[NH:9][C:8]([C:11]([NH2:34])=[O:13])=[C:7]2[S:16]([N:19]1[CH2:24][CH2:23][O:22][C@H:21]([CH2:25][O:26][C:27]2[CH:28]=[CH:29][CH:30]=[CH:31][CH:32]=2)[CH2:20]1)(=[O:17])=[O:18], predict the reactants needed to synthesize it. The reactants are: [NH2:1][C:2]1[CH:3]=[C:4]([Cl:33])[CH:5]=[C:6]2[C:10]=1[NH:9][C:8]([C:11]([O:13]CC)=O)=[C:7]2[S:16]([N:19]1[CH2:24][CH2:23][O:22][C@H:21]([CH2:25][O:26][C:27]2[CH:32]=[CH:31][CH:30]=[CH:29][CH:28]=2)[CH2:20]1)(=[O:18])=[O:17].[NH3:34]. (6) Given the product [Cl:1][C:2]1[CH:3]=[CH:4][C:5]([O:10][CH2:14][C:13]2[CH:16]=[CH:17][CH:18]=[C:19]([F:20])[C:12]=2[F:11])=[C:6]([CH:9]=1)[CH:7]=[O:8], predict the reactants needed to synthesize it. The reactants are: [Cl:1][C:2]1[CH:9]=[C:6]([CH:7]=[O:8])[C:5]([OH:10])=[CH:4][CH:3]=1.[F:11][C:12]1[C:19]([F:20])=[CH:18][CH:17]=[CH:16][C:13]=1[CH2:14]Br.C([O-])([O-])=O.[K+].[K+].CCOCC. (7) Given the product [CH3:19][C:15]1([CH3:20])[CH2:16][C:17]2[NH:6][N:9]=[CH:11][C:12]=2[C:13](=[O:21])[CH2:14]1, predict the reactants needed to synthesize it. The reactants are: C(O)(=O)C.O.[NH2:6]N.C[N:9]([CH:11]=[C:12]1[C:17](=O)[CH2:16][C:15]([CH3:20])([CH3:19])[CH2:14][C:13]1=[O:21])C. (8) Given the product [OH:22][CH:20]([C:2]1[N:7]=[C:6]([NH:8][C:9](=[O:14])[C:10]([CH3:13])([CH3:12])[CH3:11])[CH:5]=[CH:4][CH:3]=1)[CH3:21], predict the reactants needed to synthesize it. The reactants are: Br[C:2]1[N:7]=[C:6]([NH:8][C:9](=[O:14])[C:10]([CH3:13])([CH3:12])[CH3:11])[CH:5]=[CH:4][CH:3]=1.[Li]CCCC.[CH:20](=[O:22])[CH3:21]. (9) The reactants are: Br[C:2]1[CH:3]=[CH:4][C:5]([F:13])=[C:6]([CH:8]2[O:12]CCO2)[CH:7]=1.C([Li])CCC.CON(C)[C:22](=[O:24])[CH3:23]. Given the product [C:22]([C:2]1[CH:3]=[CH:4][C:5]([F:13])=[C:6]([CH:7]=1)[CH:8]=[O:12])(=[O:24])[CH3:23], predict the reactants needed to synthesize it.